This data is from Reaction yield outcomes from USPTO patents with 853,638 reactions. The task is: Predict the reaction yield, written as a fraction of the theoretical maximum amount of product (1.0 means a 100% yield; for example, 0.34 means a 34% yield). (1) The reactants are [CH:1]1([N:6]2[C:10]3[N:11]=[C:12]([NH:15][C:16]4[CH:24]=[CH:23][C:19]([C:20](O)=[O:21])=[CH:18][N:17]=4)[N:13]=[CH:14][C:9]=3[CH:8]=[C:7]2[C:25](=[O:29])[N:26]([CH3:28])[CH3:27])[CH2:5][CH2:4][CH2:3][CH2:2]1.[Li+].[Cl-].[C@@H:32]12[NH:47][C@@H:36]([CH2:37][N:38]([C:40]([O:42][C:43]([CH3:46])([CH3:45])[CH3:44])=[O:41])[CH2:39]1)[CH2:35][O:34][CH2:33]2. No catalyst specified. The product is [CH:1]1([N:6]2[C:10]3[N:11]=[C:12]([NH:15][C:16]4[CH:24]=[CH:23][C:19]([C:20]([N:47]5[C@H:32]6[CH2:39][N:38]([C:40]([O:42][C:43]([CH3:44])([CH3:46])[CH3:45])=[O:41])[CH2:37][C@@H:36]5[CH2:35][O:34][CH2:33]6)=[O:21])=[CH:18][N:17]=4)[N:13]=[CH:14][C:9]=3[CH:8]=[C:7]2[C:25](=[O:29])[N:26]([CH3:27])[CH3:28])[CH2:2][CH2:3][CH2:4][CH2:5]1. The yield is 0.850. (2) The reactants are [F:1][C:2]1[CH:43]=[CH:42][C:5]([CH2:6][N:7]2[CH:11]=[C:10]([C:12]3[C:20]4[C:15](=[N:16][CH:17]=[C:18]([C:21]5[CH:22]=[C:23]([NH:27][S:28]([CH3:31])(=[O:30])=[O:29])[CH:24]=[CH:25][CH:26]=5)[CH:19]=4)[N:14](S(C4C=CC(C)=CC=4)(=O)=O)[CH:13]=3)[CH:9]=[N:8]2)=[CH:4][CH:3]=1.[OH-].[Li+]. The catalyst is C1COCC1.O.CO. The product is [F:1][C:2]1[CH:3]=[CH:4][C:5]([CH2:6][N:7]2[CH:11]=[C:10]([C:12]3[C:20]4[C:15](=[N:16][CH:17]=[C:18]([C:21]5[CH:22]=[C:23]([NH:27][S:28]([CH3:31])(=[O:30])=[O:29])[CH:24]=[CH:25][CH:26]=5)[CH:19]=4)[NH:14][CH:13]=3)[CH:9]=[N:8]2)=[CH:42][CH:43]=1. The yield is 0.0100. (3) The reactants are Cl.[NH2:2][C:3]1[N:7]([CH2:8][CH2:9][OH:10])[N:6]=[CH:5][C:4]=1[N:11]=[O:12].O.N. The catalyst is C(O)(C)C. The product is [NH2:2][C:3]1[N:7]([CH2:8][CH2:9][OH:10])[N:6]=[CH:5][C:4]=1[N:11]=[O:12]. The yield is 0.720. (4) The reactants are [C:1]([NH:5][CH3:6])([CH3:4])([CH3:3])[CH3:2].Cl[O-].[Na+].[S:10]1[C:14]2[CH:15]=[CH:16][CH:17]=[CH:18][C:13]=2[N:12]=[C:11]1[S:19][S:19][C:11]1[S:10][C:14]2[CH:15]=[CH:16][CH:17]=[CH:18][C:13]=2[N:12]=1.[OH-].[Na+]. The catalyst is CO. The product is [CH3:6][N:5]([C:1]([CH3:4])([CH3:3])[CH3:2])[S:19][C:11]1[S:10][C:14]2[CH:15]=[CH:16][CH:17]=[CH:18][C:13]=2[N:12]=1. The yield is 0.820. (5) The product is [CH3:8][N:6]1[CH:7]=[C:2]([B:16]2[O:17][C:18]([CH3:20])([CH3:19])[C:14]([CH3:30])([CH3:13])[O:15]2)[C:3]2[CH:12]=[CH:11][O:10][C:4]=2[C:5]1=[O:9]. The catalyst is O1CCOCC1.C1C=CC(/C=C/C(/C=C/C2C=CC=CC=2)=O)=CC=1.C1C=CC(/C=C/C(/C=C/C2C=CC=CC=2)=O)=CC=1.C1C=CC(/C=C/C(/C=C/C2C=CC=CC=2)=O)=CC=1.[Pd].[Pd]. The reactants are Br[C:2]1[C:3]2[CH:12]=[CH:11][O:10][C:4]=2[C:5](=[O:9])[N:6]([CH3:8])[CH:7]=1.[CH3:13][C:14]1([CH3:30])[C:18]([CH3:20])([CH3:19])[O:17][B:16]([B:16]2[O:17][C:18]([CH3:20])([CH3:19])[C:14]([CH3:30])([CH3:13])[O:15]2)[O:15]1.CC([O-])=O.[K+].CC(C1C=C(C(C)C)C(C2C=CC=CC=2P(C2CCCCC2)C2CCCCC2)=C(C(C)C)C=1)C. The yield is 0.540.